Task: Binary Classification. Given a miRNA mature sequence and a target amino acid sequence, predict their likelihood of interaction.. Dataset: Experimentally validated miRNA-target interactions with 360,000+ pairs, plus equal number of negative samples The miRNA is hsa-miR-4445-3p with sequence CACGGCAAAAGAAACAAUCCA. The protein sequence of the target gene is MRYILDIKMEIVQEILDQLYRKVLLGTTLEDDVHGYIFYLNPDLSEQDGCPAFPVAQSNASGVLDGMAGQHGPSSHEVATLPGAQECPKRQLQMDRTREMKLLQLTVIDTMLSQVLSDETETHAKEGYRELTEVLLQSVELDSKLMRMLQNSDKLLSHMAAKCLASLLYFQLREKVRSQHKMLSNSWVTFCQKHLSESSESGEAVRCLWILTAVIKEILKDTHSQRAESLKQLLTPFDITFEVFYNSLFSQHFGDFQSPSNLASSLMCFLELLELLVASRIHLKLHFRSQRMLFLKPHAL.... Result: 0 (no interaction).